Dataset: Full USPTO retrosynthesis dataset with 1.9M reactions from patents (1976-2016). Task: Predict the reactants needed to synthesize the given product. (1) Given the product [Br:1][C:2]1[CH:3]=[C:4]([CH:5]=[CH:6][C:7]=1[O:8][CH3:9])[NH2:10], predict the reactants needed to synthesize it. The reactants are: [Br:1][C:2]1[CH:3]=[C:4]([NH:10]C(=O)C)[CH:5]=[CH:6][C:7]=1[O:8][CH3:9].Cl. (2) Given the product [CH3:28][O:30][C:5]1[CH:6]=[CH:7][C:8]([N:11]2[C:15]([C:16]3[CH:21]=[CH:20][CH:19]=[CH:18][N:17]=3)=[CH:14][C:13]([C:22]([OH:24])=[O:23])=[N:12]2)=[N:9][CH:10]=1, predict the reactants needed to synthesize it. The reactants are: C[O-].[Na+].Br[C:5]1[CH:6]=[CH:7][C:8]([N:11]2[C:15]([C:16]3[CH:21]=[CH:20][CH:19]=[CH:18][N:17]=3)=[CH:14][C:13]([C:22]([O:24]CC)=[O:23])=[N:12]2)=[N:9][CH:10]=1.O.[C:28](O)(=[O:30])C. (3) Given the product [F:26][C:27]1[CH:32]=[CH:31][CH:30]=[CH:29][C:28]=1[C@@H:33]1[NH:38][C:37](=[O:39])[C@H:36]([CH2:40][CH:41]([CH3:43])[CH3:42])[N:35]([C:56]([C:53]2[N:52]=[C:51]([C:48]3[CH:49]=[CH:50][C:45]([F:44])=[CH:46][CH:47]=3)[O:55][N:54]=2)=[O:57])[CH2:34]1, predict the reactants needed to synthesize it. The reactants are: C([C@@H]1N(C(=O)/C=C/C2C=CC=CC=2)C[C@H](CC(C)C)NC1=O)C(C)C.[F:26][C:27]1[CH:32]=[CH:31][CH:30]=[CH:29][C:28]=1[C@@H:33]1[NH:38][C:37](=[O:39])[C@H:36]([CH2:40][CH:41]([CH3:43])[CH3:42])[NH:35][CH2:34]1.[F:44][C:45]1[CH:50]=[CH:49][C:48]([C:51]2[O:55][N:54]=[C:53]([C:56](O)=[O:57])[N:52]=2)=[CH:47][CH:46]=1. (4) Given the product [CH2:1]([O:8][C:9](=[O:35])[C@@H:10]([NH:20][C:21](=[O:34])[C@@H:22]([NH:26][C:27]([CH:53]1[CH2:52][C:60]2[C:55](=[CH:56][CH:57]=[CH:58][CH:59]=2)[CH2:54]1)=[O:29])[CH2:23][O:24][CH3:25])[CH2:11][C:12]1[CH:17]=[CH:16][C:15]([O:18][CH3:19])=[CH:14][CH:13]=1)[C:2]1[CH:7]=[CH:6][CH:5]=[CH:4][CH:3]=1, predict the reactants needed to synthesize it. The reactants are: [CH2:1]([O:8][C:9](=[O:35])[C@@H:10]([NH:20][C:21](=[O:34])[C@@H:22]([NH:26][C:27]([O:29]C(C)(C)C)=O)[CH2:23][O:24][CH3:25])[CH2:11][C:12]1[CH:17]=[CH:16][C:15]([O:18][CH3:19])=[CH:14][CH:13]=1)[C:2]1[CH:7]=[CH:6][CH:5]=[CH:4][CH:3]=1.FC(F)(F)C(O)=O.C(N(CC)C(C)C)(C)C.[CH2:52]1[C:60]2[C:55](=[CH:56][CH:57]=[CH:58][CH:59]=2)[CH2:54][CH:53]1C(O)=O.CN(C(ON1N=NC2C=CC=NC1=2)=[N+](C)C)C.F[P-](F)(F)(F)(F)F. (5) Given the product [CH2:20]([O:19][C:16]1[CH:17]=[CH:18][C:13]([CH2:12][CH:9]2[S:8][C:7](=[O:22])[NH:6][C:10]2=[O:11])=[CH:14][CH:15]=1)[CH3:21], predict the reactants needed to synthesize it. The reactants are: [BH4-].[Li+].NCC[N:6]1[C:10](=[O:11])/[C:9](=[CH:12]/[C:13]2[CH:18]=[CH:17][C:16]([O:19][CH2:20][CH3:21])=[CH:15][CH:14]=2)/[S:8][C:7]1=[O:22].Cl. (6) Given the product [Cl:13][C:14]1[CH:15]=[C:16]([N:17]2[CH2:6][CH2:7][CH:5]([C:8]([OH:9])=[O:10])[C:4]2=[O:11])[CH:18]=[CH:19][CH:20]=1, predict the reactants needed to synthesize it. The reactants are: CC1(C)[O:9][C:8](=[O:10])[C:5]2([CH2:7][CH2:6]2)[C:4](=[O:11])O1.[Cl:13][C:14]1[CH:15]=[C:16]([CH:18]=[CH:19][CH:20]=1)[NH2:17].